From a dataset of Forward reaction prediction with 1.9M reactions from USPTO patents (1976-2016). Predict the product of the given reaction. (1) Given the reactants CS(C1C=CC(C2C=CC(C(=C3CC(C)(C)CC(C)(C)C3)C3C=CC(O)=CC=3)=CC=2)=CC=1)(=O)=O.Br[C:36]1[CH:41]=[CH:40][C:39]([C:42](=[C:50]2[CH2:57][CH2:56][CH2:55][CH2:54][CH2:53][CH2:52][CH2:51]2)[C:43]2[CH:48]=[CH:47][C:46]([OH:49])=[CH:45][CH:44]=2)=[CH:38][CH:37]=1.[C:58]([C:60]1[CH:65]=[CH:64][C:63](B(O)O)=[CH:62][CH:61]=1)#[N:59].C([O-])([O-])=O.[Na+].[Na+], predict the reaction product. The product is: [C:50]1(=[C:42]([C:43]2[CH:48]=[CH:47][C:46]([OH:49])=[CH:45][CH:44]=2)[C:39]2[CH:38]=[CH:37][C:36]([C:63]3[CH:64]=[CH:65][C:60]([C:58]#[N:59])=[CH:61][CH:62]=3)=[CH:41][CH:40]=2)[CH2:51][CH2:52][CH2:53][CH2:54][CH2:55][CH2:56][CH2:57]1. (2) The product is: [CH:24]1([N:16]([C@H:17]2[CH2:22][CH2:21][C@H:20]([CH3:23])[CH2:19][CH2:18]2)[C:14](=[O:15])[NH:13][C:11]2[S:12][C:8]([S:7][CH2:5][CH2:6][C:52]([OH:56])=[O:51])=[CH:9][N:10]=2)[CH2:25][CH2:26][CH2:27][CH2:28]1. Given the reactants C(OC(=O)[CH:5]([S:7][C:8]1[S:12][C:11]([NH:13][C:14]([N:16]([CH:24]2[CH2:28][CH2:27][CH2:26][CH2:25]2)[C@H:17]2[CH2:22][CH2:21][C@H:20]([CH3:23])[CH2:19][CH2:18]2)=[O:15])=[N:10][CH:9]=1)[CH3:6])C.C1(N[C@H]2CC[C@H](C)CC2)CCCC1.NC1SC=NC=1.C([O:51][C:52](=[O:56])C(S)C)C, predict the reaction product.